From a dataset of TCR-epitope binding with 47,182 pairs between 192 epitopes and 23,139 TCRs. Binary Classification. Given a T-cell receptor sequence (or CDR3 region) and an epitope sequence, predict whether binding occurs between them. (1) The epitope is AVFDRKSDAK. The TCR CDR3 sequence is CASSTRTDTQYF. Result: 1 (the TCR binds to the epitope). (2) The epitope is SEVGPEHSLAEY. The TCR CDR3 sequence is CASSPTEISTDTQYF. Result: 0 (the TCR does not bind to the epitope). (3) The epitope is ILHCANFNV. The TCR CDR3 sequence is CSAKFGVEAFF. Result: 0 (the TCR does not bind to the epitope). (4) The epitope is ISDYDYYRY. The TCR CDR3 sequence is CASASTGTGNQPQHF. Result: 1 (the TCR binds to the epitope). (5) The epitope is EIYKRWII. The TCR CDR3 sequence is CASSEGRTNEQYF. Result: 0 (the TCR does not bind to the epitope). (6) The epitope is YFPLQSYGF. The TCR CDR3 sequence is CASKGSGDSTDTQYF. Result: 0 (the TCR does not bind to the epitope). (7) The epitope is KLNVGDYFV. The TCR CDR3 sequence is CASSQDQGVMNTEAFF. Result: 1 (the TCR binds to the epitope). (8) The epitope is HPKVSSEVHI. The TCR CDR3 sequence is CSATDRDGGLEQYF. Result: 1 (the TCR binds to the epitope).